Dataset: Full USPTO retrosynthesis dataset with 1.9M reactions from patents (1976-2016). Task: Predict the reactants needed to synthesize the given product. The reactants are: [CH3:1][C:2]1[C:10]([CH3:11])=[CH:9][CH:8]=[CH:7][C:3]=1[C:4]([OH:6])=O.[NH2:12][C:13]1[CH:18]=[CH:17][C:16]([N:19]2[C:25]3[CH:26]=[CH:27][CH:28]=[C:29]([CH3:30])[C:24]=3[NH:23][C:22](=[O:31])[CH2:21][C:20]2=[O:32])=[CH:15][CH:14]=1.CC1C(C)=CC=CC=1C(Cl)=O. Given the product [CH3:1][C:2]1[C:10]([CH3:11])=[CH:9][CH:8]=[CH:7][C:3]=1[C:4]([NH:12][C:13]1[CH:18]=[CH:17][C:16]([N:19]2[C:25]3[CH:26]=[CH:27][CH:28]=[C:29]([CH3:30])[C:24]=3[NH:23][C:22](=[O:31])[CH2:21][C:20]2=[O:32])=[CH:15][CH:14]=1)=[O:6], predict the reactants needed to synthesize it.